This data is from Forward reaction prediction with 1.9M reactions from USPTO patents (1976-2016). The task is: Predict the product of the given reaction. (1) Given the reactants [Si:1]([O:8][C@@H:9]1[C@H:13]([O:14][Si:15]([C:18]([CH3:21])([CH3:20])[CH3:19])([CH3:17])[CH3:16])[C:12](=[CH2:22])[O:11][C@H:10]1[N:23]1[CH:31]=[N:30][C:29]2[C:24]1=[N:25][CH:26]=[N:27][C:28]=2[NH2:32])([C:4]([CH3:7])([CH3:6])[CH3:5])([CH3:3])[CH3:2].[CH3:33][CH2:34][O:35][P:36]([O:40][CH2:41][CH3:42])([CH2:38][OH:39])=[O:37].C1(C)C=CC(S([O-])(=O)=O)=CC=1.[NH+]1C=CC=CC=1, predict the reaction product. The product is: [NH2:32][C:28]1[N:27]=[CH:26][N:25]=[C:24]2[C:29]=1[N:30]=[CH:31][N:23]2[C@@H:10]1[O:11][C@:12]([CH3:22])([O:39][CH2:38][P:36](=[O:37])([O:40][CH2:41][CH3:42])[O:35][CH2:34][CH3:33])[C@@H:13]([O:14][Si:15]([C:18]([CH3:19])([CH3:20])[CH3:21])([CH3:17])[CH3:16])[C@H:9]1[O:8][Si:1]([C:4]([CH3:6])([CH3:7])[CH3:5])([CH3:3])[CH3:2]. (2) Given the reactants Cl[CH2:2][C:3]1[CH:4]=[C:5]([CH:39]=[CH:40][CH:41]=1)[C:6]([NH:8][C:9]1[CH:32]=[CH:31][C:30]([N:33]2[CH2:38][CH2:37][CH2:36][CH2:35][CH2:34]2)=[CH:29][C:10]=1[C:11]([NH:13][C:14]1[CH:18]=[CH:17][N:16]([C:19]2[CH:24]=[CH:23][CH:22]=[C:21]([C:25]([F:28])([F:27])[F:26])[CH:20]=2)[N:15]=1)=[O:12])=[O:7].[SH:42][C:43]1[CH:51]=[CH:50][C:46]([C:47]([OH:49])=[O:48])=[CH:45][CH:44]=1.C(=O)([O-])[O-].[K+].[K+], predict the reaction product. The product is: [N:33]1([C:30]2[CH:31]=[CH:32][C:9]([NH:8][C:6]([C:5]3[CH:4]=[C:3]([CH:41]=[CH:40][CH:39]=3)[CH2:2][S:42][C:43]3[CH:51]=[CH:50][C:46]([C:47]([OH:49])=[O:48])=[CH:45][CH:44]=3)=[O:7])=[C:10]([C:11](=[O:12])[NH:13][C:14]3[CH:18]=[CH:17][N:16]([C:19]4[CH:24]=[CH:23][CH:22]=[C:21]([C:25]([F:27])([F:28])[F:26])[CH:20]=4)[N:15]=3)[CH:29]=2)[CH2:34][CH2:35][CH2:36][CH2:37][CH2:38]1. (3) The product is: [CH3:8][C:6]1[CH:5]=[C:4]([C:15]2[CH:16]=[CH:17][C:12]([C:11]([F:22])([F:21])[F:10])=[CH:13][CH:14]=2)[N:3]=[C:2]([C:15]2[CH:16]=[CH:17][C:12]([C:11]([F:22])([F:21])[F:10])=[CH:13][CH:14]=2)[CH:7]=1. Given the reactants Br[C:2]1[CH:7]=[C:6]([CH3:8])[CH:5]=[C:4](Cl)[N:3]=1.[F:10][C:11]([F:22])([F:21])[C:12]1[CH:17]=[CH:16][C:15](B(O)O)=[CH:14][CH:13]=1.C([O-])([O-])=O.[Na+].[Na+], predict the reaction product. (4) Given the reactants C([O:3][C:4]([C:6]1[CH:7]=[N:8][C:9]2[C:14]([C:15]=1[NH:16][CH:17]1[CH2:21][CH2:20][CH2:19][CH2:18]1)=[CH:13][CH:12]=[CH:11][C:10]=2[O:22][CH3:23])=O)C.[N:24]([C:27]1[CH:32]=[CH:31][CH:30]=[C:29]([N+:33]([O-:35])=[O:34])[CH:28]=1)=[C:25]=[O:26], predict the reaction product. The product is: [CH:17]1([N:16]2[C:15]3[C:14]4[CH:13]=[CH:12][CH:11]=[C:10]([O:22][CH3:23])[C:9]=4[N:8]=[CH:7][C:6]=3[C:4](=[O:3])[N:24]([C:27]3[CH:32]=[CH:31][CH:30]=[C:29]([N+:33]([O-:35])=[O:34])[CH:28]=3)[C:25]2=[O:26])[CH2:18][CH2:19][CH2:20][CH2:21]1. (5) Given the reactants [CH3:1][S:2]([OH:5])(=[O:4])=[O:3].[CH3:6][C:7]1[C:8]([CH2:14][O:15][C:16]2[CH:21]=[CH:20][C:19]([C:22]3[C:23](=[O:37])[C:24]([CH3:36])([CH3:35])[O:25][C:26]=3[C:27]3[CH:32]=[CH:31][C:30]([O:33][CH3:34])=[CH:29][CH:28]=3)=[CH:18][CH:17]=2)=[N:9][CH:10]=[C:11]([CH3:13])[CH:12]=1, predict the reaction product. The product is: [CH3:1][S:2]([OH:5])(=[O:4])=[O:3].[CH3:6][C:7]1[C:8]([CH2:14][O:15][C:16]2[CH:17]=[CH:18][C:19]([C:22]3[C:23](=[O:37])[C:24]([CH3:35])([CH3:36])[O:25][C:26]=3[C:27]3[CH:32]=[CH:31][C:30]([O:33][CH3:34])=[CH:29][CH:28]=3)=[CH:20][CH:21]=2)=[N:9][CH:10]=[C:11]([CH3:13])[CH:12]=1. (6) Given the reactants Cl[C:2]1[CH:7]=[C:6]([OH:8])[N:5]2[N:9]=[C:10]([C:21]([F:24])([F:23])[F:22])[C:11]([CH2:12][C:13]3[CH:18]=[CH:17][CH:16]=[C:15]([Cl:19])[C:14]=3[Cl:20])=[C:4]2[N:3]=1.[CH3:25][CH:26]1[O:31][CH2:30][CH2:29][NH:28][CH2:27]1, predict the reaction product. The product is: [Cl:20][C:14]1[C:15]([Cl:19])=[CH:16][CH:17]=[CH:18][C:13]=1[CH2:12][C:11]1[C:10]([C:21]([F:24])([F:23])[F:22])=[N:9][N:5]2[C:6]([OH:8])=[CH:7][C:2]([N:28]3[CH2:29][CH2:30][O:31][CH:26]([CH3:25])[CH2:27]3)=[N:3][C:4]=12. (7) The product is: [C:16]1([C:2]2[CH:15]=[CH:14][C:5]([C:6]([C:8]3[CH:13]=[CH:12][CH:11]=[CH:10][CH:9]=3)=[O:7])=[CH:4][CH:3]=2)[CH:21]=[CH:20][CH:19]=[CH:18][CH:17]=1. Given the reactants Br[C:2]1[CH:15]=[CH:14][C:5]([C:6]([C:8]2[CH:13]=[CH:12][CH:11]=[CH:10][CH:9]=2)=[O:7])=[CH:4][CH:3]=1.[C:16]1(B(O)O)[CH:21]=[CH:20][CH:19]=[CH:18][CH:17]=1.[O-]P([O-])([O-])=O.[K+].[K+].[K+], predict the reaction product.